This data is from Catalyst prediction with 721,799 reactions and 888 catalyst types from USPTO. The task is: Predict which catalyst facilitates the given reaction. (1) Reactant: [Br:1][C:2]1[CH:7]=[CH:6][C:5]([N+:8]([O-:10])=[O:9])=[CH:4][C:3]=1[OH:11].Br[CH2:13][C:14]([CH3:16])=[CH2:15].C([O-])([O-])=O.[K+].[K+]. Product: [Br:1][C:2]1[CH:7]=[CH:6][C:5]([N+:8]([O-:10])=[O:9])=[CH:4][C:3]=1[O:11][CH2:15][C:14]([CH3:16])=[CH2:13]. The catalyst class is: 21. (2) Reactant: [CH3:1][O:2][C:3]([C@@H:5]([N:13]1[CH2:21][C:17]2[CH:18]=[CH:19][S:20][C:16]=2[CH2:15][CH2:14]1)[C:6]1[CH:7]=[CH:8][CH:9]=[CH:10][C:11]=1[Cl:12])=[O:4].C[Si](C)(C)[Br:24]. Product: [CH3:1][O:2][C:3]([C@@H:5]([N:13]1[CH2:21][C:17]2[CH:18]=[CH:19][S:20][C:16]=2[CH2:15][CH2:14]1)[C:6]1[C:11]([Cl:12])=[CH:10][CH:9]=[CH:8][CH:7]=1)=[O:4].[BrH:24]. The catalyst class is: 32. (3) The catalyst class is: 24. Reactant: COC(=O)CC1C=CC=C(O[CH2:12][C@H:13]([CH3:30])[CH2:14][NH:15][CH2:16][CH:17]([C:24]2[CH:29]=[CH:28][CH:27]=[CH:26][CH:25]=2)[C:18]2[CH:23]=[CH:22][CH:21]=[CH:20][CH:19]=2)C=1.[CH:32]([C:35]1[CH:42]=[CH:41][C:38]([CH:39]=O)=[CH:37][CH:36]=1)([CH3:34])[CH3:33].C([BH3-])#N.[Na+].[OH-:47].[Na+].[C:49]([OH:52])(=[O:51])[CH3:50]. Product: [C:24]1([CH:17]([C:18]2[CH:19]=[CH:20][CH:21]=[CH:22][CH:23]=2)[CH2:16][N:15]([C@H:14]([O:47][C:18]2[CH:19]=[C:20]([CH2:50][C:49]([OH:52])=[O:51])[CH:21]=[CH:22][CH:23]=2)[CH:13]([CH3:12])[CH3:30])[CH2:39][C:38]2[CH:41]=[CH:42][C:35]([CH:32]([CH3:34])[CH3:33])=[CH:36][CH:37]=2)[CH:25]=[CH:26][CH:27]=[CH:28][CH:29]=1. (4) Reactant: [Cl:1][C:2]1[CH:3]=[C:4]([NH:9][C:10]2[N:15]=[C:14]([NH:16][CH2:17][CH2:18][CH2:19][O:20][CH3:21])[C:13]([C:22](=[S:24])[NH2:23])=[CH:12][N:11]=2)[CH:5]=[CH:6][C:7]=1[F:8].Br[CH:26]([C:32](=O)[C:33]1[CH:38]=[CH:37][CH:36]=[CH:35][CH:34]=1)[C:27]([O:29][CH2:30][CH3:31])=[O:28]. Product: [Cl:1][C:2]1[CH:3]=[C:4]([NH:9][C:10]2[N:15]=[C:14]([NH:16][CH2:17][CH2:18][CH2:19][O:20][CH3:21])[C:13]([C:22]3[S:24][C:26]([C:27]([O:29][CH2:30][CH3:31])=[O:28])=[C:32]([C:33]4[CH:38]=[CH:37][CH:36]=[CH:35][CH:34]=4)[N:23]=3)=[CH:12][N:11]=2)[CH:5]=[CH:6][C:7]=1[F:8]. The catalyst class is: 8. (5) The catalyst class is: 16. Product: [CH3:29][O:30][C:31](=[O:32])[C@H:22]([CH3:23])[CH2:20][N:16]1[CH2:15][CH2:14][N:8]([C:1]([O:3][C:4]([CH3:7])([CH3:6])[CH3:5])=[O:2])[CH2:19][CH2:17]1. Reactant: [C:1]([N:8]1CCNCC1)([O:3][C:4]([CH3:7])([CH3:6])[CH3:5])=[O:2].[CH3:14][CH2:15][N:16]([CH:20]([CH3:22])C)[CH:17]([CH3:19])C.[CH3:23]O.C(Cl)Cl.C[CH2:29][O:30][C:31](C)=[O:32]. (6) Reactant: [CH3:1][O:2][C:3]([C:5]1[C:10]([NH2:11])=[CH:9][C:8]([C:12]([F:15])([F:14])[F:13])=[CH:7][N:6]=1)=[O:4].S(=O)(=O)(O)O.[Br:21]Br.C(O)(=O)C.BrBr.CC(O)=O.C([O-])(O)=O.[Na+]. Product: [CH3:1][O:2][C:3]([C:5]1[C:10]([NH2:11])=[CH:9][C:8]([C:12]([F:15])([F:13])[F:14])=[C:7]([Br:21])[N:6]=1)=[O:4]. The catalyst class is: 6.